From a dataset of Full USPTO retrosynthesis dataset with 1.9M reactions from patents (1976-2016). Predict the reactants needed to synthesize the given product. (1) Given the product [C:1]([C:3]1[CH:4]=[CH:5][C:6]([C@H:9]2[N:14]3[N:15]=[N:16][N:17]=[C:13]3[N:12]([C:18]3[CH:23]=[CH:22][CH:21]=[C:20]([C:24]([F:26])([F:25])[F:27])[CH:19]=3)[C:11]([CH3:28])=[C:10]2[C:29]([NH2:35])=[O:30])=[CH:7][CH:8]=1)#[N:2], predict the reactants needed to synthesize it. The reactants are: [C:1]([C:3]1[CH:8]=[CH:7][C:6]([C@H:9]2[N:14]3[N:15]=[N:16][N:17]=[C:13]3[N:12]([C:18]3[CH:23]=[CH:22][CH:21]=[C:20]([C:24]([F:27])([F:26])[F:25])[CH:19]=3)[C:11]([CH3:28])=[C:10]2[C:29](O)=[O:30])=[CH:5][CH:4]=1)#[N:2].[Cl-].[NH4+].C[N:35](C(ON1N=NC2C=CC=NC1=2)=[N+](C)C)C.F[P-](F)(F)(F)(F)F.C(N(CC)CC)C. (2) Given the product [C:1]([O:6][CH2:7][CH2:8][CH2:9][CH2:10][CH2:11][CH2:12][O:13][C:14]1[CH:15]=[CH:16][C:17]([C:18]([O:20][C:24]2[CH:76]=[CH:75][C:27]([CH2:28][NH:29][C:30]3[C:39]4[C:34](=[CH:35][CH:36]=[CH:37][CH:38]=4)[C:33](/[N:40]=[N:41]/[C:42]4[C:51]5[C:46](=[CH:47][CH:48]=[CH:49][CH:50]=5)[C:45](/[N:52]=[N:53]/[C:54]5[CH:73]=[CH:72][C:57]([C:58]([O:60][C:61]6[CH:62]=[CH:63][C:64]([CH2:67][CH2:68][CH2:69][CH2:70][CH3:71])=[CH:65][CH:66]=6)=[O:59])=[CH:56][C:55]=5[CH3:74])=[CH:44][CH:43]=4)=[CH:32][CH:31]=3)=[CH:26][CH:25]=2)=[O:19])=[CH:21][CH:22]=1)(=[O:5])[C:2]([CH3:4])=[CH2:3], predict the reactants needed to synthesize it. The reactants are: [C:1]([O:6][CH2:7][CH2:8][CH2:9][CH2:10][CH2:11][CH2:12][O:13][C:14]1[CH:22]=[CH:21][C:17]([C:18]([OH:20])=[O:19])=[CH:16][CH:15]=1)(=[O:5])[C:2]([CH3:4])=[CH2:3].O[C:24]1[CH:76]=[CH:75][C:27]([CH2:28][NH:29][C:30]2[C:39]3[C:34](=[CH:35][CH:36]=[CH:37][CH:38]=3)[C:33](/[N:40]=[N:41]/[C:42]3[C:51]4[C:46](=[CH:47][CH:48]=[CH:49][CH:50]=4)[C:45](/[N:52]=[N:53]/[C:54]4[CH:73]=[CH:72][C:57]([C:58]([O:60][C:61]5[CH:66]=[CH:65][C:64]([CH2:67][CH2:68][CH2:69][CH2:70][CH3:71])=[CH:63][CH:62]=5)=[O:59])=[CH:56][C:55]=4[CH3:74])=[CH:44][CH:43]=3)=[CH:32][CH:31]=2)=[CH:26][CH:25]=1. (3) Given the product [ClH:1].[Cl:1][C:2]1[CH:3]=[C:4]([CH:18]=[CH:19][C:20]=1[Cl:21])[O:5][CH:6]1[CH2:7][CH2:8][N:9]([CH2:12][CH:13]([NH:17][C:27](=[O:28])[C:26]2[CH:30]=[CH:31][C:23]([CH3:22])=[CH:24][CH:25]=2)[CH:14]([CH3:15])[CH3:16])[CH2:10][CH2:11]1, predict the reactants needed to synthesize it. The reactants are: [Cl:1][C:2]1[CH:3]=[C:4]([CH:18]=[CH:19][C:20]=1[Cl:21])[O:5][CH:6]1[CH2:11][CH2:10][N:9]([CH2:12][CH:13]([NH2:17])[CH:14]([CH3:16])[CH3:15])[CH2:8][CH2:7]1.[CH3:22][C:23]1[CH:31]=[CH:30][C:26]([C:27](Cl)=[O:28])=[CH:25][CH:24]=1.C([O-])(O)=O.[Na+].Cl.